This data is from Forward reaction prediction with 1.9M reactions from USPTO patents (1976-2016). The task is: Predict the product of the given reaction. (1) Given the reactants [C:1]([O:5][C:6](=[O:15])[NH:7][C:8]1[CH:9]=[N:10][C:11]([Cl:14])=[CH:12][CH:13]=1)([CH3:4])([CH3:3])[CH3:2].CN(C)CCN(C)C.C([Li])CCC.[C:29](=[O:31])=[O:30], predict the reaction product. The product is: [C:1]([O:5][C:6]([NH:7][C:8]1[C:13]([C:29]([OH:31])=[O:30])=[CH:12][C:11]([Cl:14])=[N:10][CH:9]=1)=[O:15])([CH3:4])([CH3:2])[CH3:3]. (2) Given the reactants [CH3:1][C:2]([Si:5]([CH3:23])([CH3:22])[O:6][CH2:7][CH2:8][CH2:9][C:10]1[C:19]2[CH:18]=[CH:17][CH:16]=[C:15]([C:20]#[N:21])[C:14]=2[CH:13]=[CH:12][N:11]=1)([CH3:4])[CH3:3].C(O)C.C(=O)(O)[O-].[Na+].Cl.[NH2:33][OH:34], predict the reaction product. The product is: [CH3:4][C:2]([Si:5]([CH3:22])([CH3:23])[O:6][CH2:7][CH2:8][CH2:9][C:10]1[C:19]2[CH:18]=[CH:17][CH:16]=[C:15]([C:20](=[NH:21])[NH:33][OH:34])[C:14]=2[CH:13]=[CH:12][N:11]=1)([CH3:1])[CH3:3]. (3) Given the reactants [CH2:1]([N:8]1[CH:12]=[N:11][C:10](Br)=[N:9]1)[C:2]1[CH:7]=[CH:6][CH:5]=[CH:4][CH:3]=1.[Cl:14][C:15]1[CH:16]=[C:17]([CH:19]=[C:20]([Cl:23])[C:21]=1[F:22])[NH2:18].CC(C)([O-])C.[Na+].C(P(C(C)(C)C)C1C=CC=CC=1C1C(C(C)C)=CC(C(C)C)=CC=1C(C)C)(C)(C)C, predict the reaction product. The product is: [CH2:1]([N:8]1[CH:12]=[N:11][C:10]([NH:18][C:17]2[CH:16]=[C:15]([Cl:14])[C:21]([F:22])=[C:20]([Cl:23])[CH:19]=2)=[N:9]1)[C:2]1[CH:7]=[CH:6][CH:5]=[CH:4][CH:3]=1. (4) Given the reactants C(OC([N:8]1[C:12]2[CH:13]=[CH:14][CH:15]=[CH:16][C:11]=2[N:10]=[C:9]1[CH2:17][NH:18][CH:19]1[C:28]2[N:27]=[CH:26][CH:25]=[CH:24][C:23]=2[CH2:22][CH2:21][CH2:20]1)=O)(C)(C)C.[CH:29]1[C:34]([CH:35]=O)=[CH:33][C:32]2[O:37][CH2:38][O:39][C:31]=2[CH:30]=1.CC(O)=O.[BH-](OC(C)=O)(OC(C)=O)OC(C)=O.[Na+], predict the reaction product. The product is: [O:39]1[C:31]2[CH:30]=[CH:29][C:34]([CH2:35][N:18]([CH2:17][C:9]3[NH:8][C:12]4[CH:13]=[CH:14][CH:15]=[CH:16][C:11]=4[N:10]=3)[CH:19]3[C:28]4[N:27]=[CH:26][CH:25]=[CH:24][C:23]=4[CH2:22][CH2:21][CH2:20]3)=[CH:33][C:32]=2[O:37][CH2:38]1.